Dataset: Reaction yield outcomes from USPTO patents with 853,638 reactions. Task: Predict the reaction yield, written as a fraction of the theoretical maximum amount of product (1.0 means a 100% yield; for example, 0.34 means a 34% yield). The reactants are [NH2:1][C:2]1[CH:10]=[C:9]([C:11]([F:14])([F:13])[F:12])[CH:8]=[CH:7][C:3]=1[C:4]([OH:6])=[O:5].S(=O)(=O)(O)O.[CH3:20]O. No catalyst specified. The product is [CH3:20][O:5][C:4](=[O:6])[C:3]1[CH:7]=[CH:8][C:9]([C:11]([F:12])([F:13])[F:14])=[CH:10][C:2]=1[NH2:1]. The yield is 0.750.